From a dataset of Forward reaction prediction with 1.9M reactions from USPTO patents (1976-2016). Predict the product of the given reaction. (1) Given the reactants Br[C:2]1[CH:3]=[C:4]([C:8]([C:11]2[S:12][CH:13]=[CH:14][N:15]=2)([OH:10])[CH3:9])[CH:5]=[N:6][CH:7]=1.B1(B2OC(C)(C)C(C)(C)O2)OC(C)(C)C(C)(C)O1.C([O-])(=O)C.[K+].Cl[C:40]1[C:49]2[C:44](=[CH:45][C:46]([N:50]3[CH2:55][CH2:54][O:53][CH2:52][CH2:51]3)=[CH:47][CH:48]=2)[N:43]=[CH:42][N:41]=1.C(=O)([O-])[O-].[Na+].[Na+], predict the reaction product. The product is: [N:50]1([C:46]2[CH:45]=[C:44]3[C:49]([C:40]([C:2]4[CH:3]=[C:4]([C:8]([C:11]5[S:12][CH:13]=[CH:14][N:15]=5)([OH:10])[CH3:9])[CH:5]=[N:6][CH:7]=4)=[N:41][CH:42]=[N:43]3)=[CH:48][CH:47]=2)[CH2:55][CH2:54][O:53][CH2:52][CH2:51]1. (2) Given the reactants [CH3:1][C:2]1[CH:11]=[CH:10][CH:9]=[C:8]2[C:3]=1[C:4](=[O:31])[N:5]([C:25]1[CH:30]=[CH:29][CH:28]=[CH:27][CH:26]=1)[C:6]([CH:12]([NH:15][C:16]1[N:24]=[CH:23][N:22]=[C:21]3[C:17]=1N=[CH:19][NH:20]3)[CH2:13]C)=[N:7]2.O=C1CCC(=O)N1OC(=O)C(NC(OC(C)(C)C)=O)C[O:43][CH2:44][C:45]1[CH:50]=[CH:49][CH:48]=[CH:47][CH:46]=1.O=[C:61]1CCC(=O)N1OC(=O)C(NC(OCC1C=CC=CC=1)=O)CC.C(O)(C(F)(F)F)=O.ClC1C2C=CNC=2N=CN=1.BrC1N=CN=C2C=1NC=N2, predict the reaction product. The product is: [CH2:44]([O:43][CH2:13][CH:12]([C:6]1[N:5]([C:25]2[CH:26]=[CH:27][CH:28]=[CH:29][CH:30]=2)[C:4](=[O:31])[C:3]2[C:8](=[CH:9][CH:10]=[CH:11][C:2]=2[CH3:1])[N:7]=1)[NH:15][C:16]1[C:17]2[CH:61]=[CH:19][NH:20][C:21]=2[N:22]=[CH:23][N:24]=1)[C:45]1[CH:50]=[CH:49][CH:48]=[CH:47][CH:46]=1. (3) Given the reactants [F:1][C@H:2]1[CH2:6][N:5]([S:7]([C:10]2[CH:15]=[CH:14][C:13]([F:16])=[CH:12][CH:11]=2)(=[O:9])=[O:8])[C@H:4]([C:17]([NH:19][CH2:20][C:21]2[CH:26]=[C:25](B3OC(C)(C)C(C)(C)O3)[CH:24]=[CH:23][C:22]=2[F:36])=[O:18])[CH2:3]1.Cl[C:38]1[N:39]=[N:40][C:41]([C:44]([F:47])([F:46])[F:45])=[CH:42][CH:43]=1.C(=O)([O-])[O-].[Cs+].[Cs+].O, predict the reaction product. The product is: [F:1][C@H:2]1[CH2:6][N:5]([S:7]([C:10]2[CH:11]=[CH:12][C:13]([F:16])=[CH:14][CH:15]=2)(=[O:9])=[O:8])[C@H:4]([C:17]([NH:19][CH2:20][C:21]2[CH:26]=[C:25]([C:38]3[N:39]=[N:40][C:41]([C:44]([F:47])([F:46])[F:45])=[CH:42][CH:43]=3)[CH:24]=[CH:23][C:22]=2[F:36])=[O:18])[CH2:3]1. (4) Given the reactants [OH:1][CH2:2][CH2:3][N:4]([CH2:17][C:18]([F:21])([F:20])[F:19])[C:5]1[CH:12]=[CH:11][C:8]([C:9]#[N:10])=[C:7]([C:13]([F:16])([F:15])[F:14])[CH:6]=1.O[C:23]1[CH:28]=[CH:27][C:26]([S:29]([NH2:32])(=[O:31])=[O:30])=[CH:25][CH:24]=1, predict the reaction product. The product is: [C:9]([C:8]1[CH:11]=[CH:12][C:5]([N:4]([CH2:17][C:18]([F:19])([F:20])[F:21])[CH2:3][CH2:2][O:1][C:23]2[CH:28]=[CH:27][C:26]([S:29]([NH2:32])(=[O:31])=[O:30])=[CH:25][CH:24]=2)=[CH:6][C:7]=1[C:13]([F:15])([F:16])[F:14])#[N:10].